This data is from Forward reaction prediction with 1.9M reactions from USPTO patents (1976-2016). The task is: Predict the product of the given reaction. (1) Given the reactants [C:1]([C:5]1[CH:10]=[CH:9][C:8]([NH:11][C:12]2[CH:20]=[CH:19][CH:18]=[C:14]([C:15](O)=[O:16])[C:13]=2[C:21]([OH:23])=O)=[CH:7][CH:6]=1)([CH3:4])([CH3:3])[CH3:2].Cl.[NH2:25][CH:26]1[CH2:32][CH2:31][C:30](=[O:33])[NH:29][C:27]1=[O:28], predict the reaction product. The product is: [C:1]([C:5]1[CH:10]=[CH:9][C:8]([NH:11][C:12]2[CH:20]=[CH:19][CH:18]=[C:14]3[C:13]=2[C:21](=[O:23])[N:25]([CH:26]2[CH2:32][CH2:31][C:30](=[O:33])[NH:29][C:27]2=[O:28])[C:15]3=[O:16])=[CH:7][CH:6]=1)([CH3:4])([CH3:3])[CH3:2]. (2) Given the reactants [Cl:1][C:2]1[CH:31]=[CH:30][C:5]([CH2:6][NH:7][C:8]([C:10]2[C:19](=[O:20])[C:18]3[C:13](=[C:14](I)[CH:15]=[C:16]([CH2:21][N:22]4[CH2:27][CH2:26][O:25][CH2:24][CH2:23]4)[CH:17]=3)[N:12]([CH3:29])[CH:11]=2)=[O:9])=[CH:4][CH:3]=1.Br.[CH3:33][C:34]1[N:38]([CH2:39][C:40]#[CH:41])[CH:37]=[N:36][CH:35]=1.CN(C=O)C, predict the reaction product. The product is: [Cl:1][C:2]1[CH:31]=[CH:30][C:5]([CH2:6][NH:7][C:8]([C:10]2[C:19](=[O:20])[C:18]3[C:13](=[C:14]([C:41]#[C:40][CH2:39][N:38]4[C:34]([CH3:33])=[CH:35][N:36]=[CH:37]4)[CH:15]=[C:16]([CH2:21][N:22]4[CH2:27][CH2:26][O:25][CH2:24][CH2:23]4)[CH:17]=3)[N:12]([CH3:29])[CH:11]=2)=[O:9])=[CH:4][CH:3]=1.